From a dataset of NCI-60 drug combinations with 297,098 pairs across 59 cell lines. Regression. Given two drug SMILES strings and cell line genomic features, predict the synergy score measuring deviation from expected non-interaction effect. (1) Drug 1: CC1C(C(CC(O1)OC2CC(CC3=C2C(=C4C(=C3O)C(=O)C5=C(C4=O)C(=CC=C5)OC)O)(C(=O)C)O)N)O.Cl. Drug 2: COCCOC1=C(C=C2C(=C1)C(=NC=N2)NC3=CC=CC(=C3)C#C)OCCOC.Cl. Cell line: MDA-MB-231. Synergy scores: CSS=22.6, Synergy_ZIP=2.68, Synergy_Bliss=7.92, Synergy_Loewe=3.93, Synergy_HSA=7.50. (2) Drug 1: C1=CC=C(C(=C1)C(C2=CC=C(C=C2)Cl)C(Cl)Cl)Cl. Synergy scores: CSS=4.08, Synergy_ZIP=-4.99, Synergy_Bliss=-9.25, Synergy_Loewe=-5.45, Synergy_HSA=-5.31. Cell line: SF-539. Drug 2: COCCOC1=C(C=C2C(=C1)C(=NC=N2)NC3=CC=CC(=C3)C#C)OCCOC.Cl. (3) Drug 1: C1=CN(C(=O)N=C1N)C2C(C(C(O2)CO)O)O.Cl. Drug 2: CN(CCCl)CCCl.Cl. Cell line: NCI-H460. Synergy scores: CSS=54.4, Synergy_ZIP=-3.54, Synergy_Bliss=-3.60, Synergy_Loewe=-6.21, Synergy_HSA=-1.30. (4) Drug 1: CC(C1=C(C=CC(=C1Cl)F)Cl)OC2=C(N=CC(=C2)C3=CN(N=C3)C4CCNCC4)N. Drug 2: CCN(CC)CCCC(C)NC1=C2C=C(C=CC2=NC3=C1C=CC(=C3)Cl)OC. Cell line: SK-MEL-5. Synergy scores: CSS=-7.03, Synergy_ZIP=1.78, Synergy_Bliss=-4.26, Synergy_Loewe=-10.3, Synergy_HSA=-9.48. (5) Drug 1: C1=CC(=CC=C1CCCC(=O)O)N(CCCl)CCCl. Drug 2: CC1=C(C(CCC1)(C)C)C=CC(=CC=CC(=CC(=O)O)C)C. Cell line: A549. Synergy scores: CSS=37.5, Synergy_ZIP=-4.42, Synergy_Bliss=-3.88, Synergy_Loewe=-1.58, Synergy_HSA=0.0159.